Regression/Classification. Given a drug SMILES string, predict its toxicity properties. Task type varies by dataset: regression for continuous values (e.g., LD50, hERG inhibition percentage) or binary classification for toxic/non-toxic outcomes (e.g., AMES mutagenicity, cardiotoxicity, hepatotoxicity). Dataset: herg_karim. From a dataset of hERG potassium channel inhibition data for cardiac toxicity prediction from Karim et al.. The molecule is NC(=O)c1ccoc1-c1cccc(OC(=O)NCCCCCCc2ccccc2)c1. The result is 0 (non-blocker).